Dataset: Forward reaction prediction with 1.9M reactions from USPTO patents (1976-2016). Task: Predict the product of the given reaction. (1) Given the reactants [C:1]([N:8]1[CH2:13][CH2:12][NH:11][CH2:10][CH2:9]1)([O:3][C:4]([CH3:7])([CH3:6])[CH3:5])=[O:2].F[C:15]1[CH:22]=[CH:21][CH:20]=[C:19]([Cl:23])[C:16]=1[C:17]#[N:18].C(=O)([O-])[O-].[K+].[K+], predict the reaction product. The product is: [C:1]([N:8]1[CH2:9][CH2:10][N:11]([C:15]2[CH:22]=[CH:21][CH:20]=[C:19]([Cl:23])[C:16]=2[C:17]#[N:18])[CH2:12][CH2:13]1)([O:3][C:4]([CH3:7])([CH3:6])[CH3:5])=[O:2]. (2) Given the reactants [S:1]1[C:5]2[CH:6]=[CH:7][CH:8]=[CH:9][C:4]=2[N:3]=[C:2]1[O:10][C:11]1[CH:12]=[C:13]2[C:17](=[CH:18][CH:19]=1)[N:16]([CH2:20][CH3:21])[C:15]([CH2:22][OH:23])=[CH:14]2, predict the reaction product. The product is: [S:1]1[C:5]2[CH:6]=[CH:7][CH:8]=[CH:9][C:4]=2[N:3]=[C:2]1[O:10][C:11]1[CH:12]=[C:13]2[C:17](=[CH:18][CH:19]=1)[N:16]([CH2:20][CH3:21])[C:15]([CH:22]=[O:23])=[CH:14]2. (3) Given the reactants [C:1]([O:5][C:6]([NH:8][CH2:9][C@H:10]1[CH2:15][CH2:14][C@H:13]([C:16]([NH:18][C@@H:19]([CH2:23][C:24]2[CH:29]=[CH:28][C:27]([C:30]3[CH:35]=[CH:34][C:33]([C:36](=[O:42])[NH:37][CH:38]4[CH2:41][CH2:40][CH2:39]4)=[CH:32][C:31]=3[CH3:43])=[CH:26][CH:25]=2)[C:20](O)=[O:21])=[O:17])[CH2:12][CH2:11]1)=[O:7])([CH3:4])([CH3:3])[CH3:2].[NH2:44][C:45]1[CH:53]=[C:52]2[C:48]([C:49](=[O:54])[NH:50][NH:51]2)=[CH:47][CH:46]=1.C(N(CC)C(C)C)(C)C.CN(C(ON1N=NC2C=CC=NC1=2)=[N+](C)C)C.F[P-](F)(F)(F)(F)F, predict the reaction product. The product is: [CH:38]1([NH:37][C:36]([C:33]2[CH:34]=[CH:35][C:30]([C:27]3[CH:28]=[CH:29][C:24]([CH2:23][C@H:19]([NH:18][C:16]([C@H:13]4[CH2:12][CH2:11][C@H:10]([CH2:9][NH:8][C:6](=[O:7])[O:5][C:1]([CH3:2])([CH3:3])[CH3:4])[CH2:15][CH2:14]4)=[O:17])[C:20](=[O:21])[NH:44][C:45]4[CH:53]=[C:52]5[C:48]([C:49](=[O:54])[NH:50][NH:51]5)=[CH:47][CH:46]=4)=[CH:25][CH:26]=3)=[C:31]([CH3:43])[CH:32]=2)=[O:42])[CH2:39][CH2:40][CH2:41]1. (4) Given the reactants Cl.[CH:2]12[NH:9][CH:6]([CH2:7][CH2:8]1)[CH2:5][C:4](=[O:10])[CH2:3]2.[C:11](O[C:11]([O:13][C:14]([CH3:17])([CH3:16])[CH3:15])=[O:12])([O:13][C:14]([CH3:17])([CH3:16])[CH3:15])=[O:12], predict the reaction product. The product is: [O:10]=[C:4]1[CH2:3][CH:2]2[N:9]([C:11]([O:13][C:14]([CH3:17])([CH3:16])[CH3:15])=[O:12])[CH:6]([CH2:7][CH2:8]2)[CH2:5]1. (5) Given the reactants C([Mg]Cl)CCC.C([Li])CCC.Br[C:13]1[CH:14]=[N:15][CH:16]=[C:17]([Br:19])[CH:18]=1.[CH:20](=[O:27])[C:21]1[CH:26]=[CH:25][CH:24]=[CH:23][CH:22]=1, predict the reaction product. The product is: [Br:19][C:17]1[CH:18]=[C:13]([C:21]2([CH:22]=[CH:23][CH:24]=[CH:25][CH2:26]2)[CH2:20][OH:27])[CH:14]=[N:15][CH:16]=1. (6) Given the reactants [CH3:1][C:2]1([CH3:14])[C:6]([CH3:8])([CH3:7])[O:5][B:4]([C:9]2[CH:10]=[N:11][NH:12][CH:13]=2)[O:3]1.[C:15]1(B(O)O)[CH:20]=[CH:19][CH:18]=[CH:17][CH:16]=1.CN(C=O)C.N1C=CC=CC=1, predict the reaction product. The product is: [C:15]1([N:12]2[CH:13]=[C:9]([B:4]3[O:5][C:6]([CH3:7])([CH3:8])[C:2]([CH3:14])([CH3:1])[O:3]3)[CH:10]=[N:11]2)[CH:20]=[CH:19][CH:18]=[CH:17][CH:16]=1. (7) Given the reactants [C:1]([C:3]1[CH:4]=[C:5]([CH:9]=[CH:10][CH:11]=1)[C:6](O)=[O:7])#[N:2].C(N(CC)CC)C.ClC(OCC)=O.O.[NH2:26][NH2:27], predict the reaction product. The product is: [C:1]([C:3]1[CH:4]=[C:5]([CH:9]=[CH:10][CH:11]=1)[C:6]([NH:26][NH2:27])=[O:7])#[N:2].